Dataset: Reaction yield outcomes from USPTO patents with 853,638 reactions. Task: Predict the reaction yield, written as a fraction of the theoretical maximum amount of product (1.0 means a 100% yield; for example, 0.34 means a 34% yield). (1) The reactants are [CH2:1]([NH2:6])[CH2:2][CH:3]([CH3:5])[CH3:4].C([CH:9]([C:23]([O-:25])=O)[C:10]([C:20]([O-:22])=O)([OH:19])[C:11](CC)(CC)[C:12]([O-:14])=O)C. The catalyst is CO. The product is [CH2:1]([NH:6][C:12](=[O:14])[CH2:11][C:10]([CH2:9][C:23]([NH:6][CH2:1][CH2:2][CH:3]([CH3:5])[CH3:4])=[O:25])([C:20]([NH:6][CH2:1][CH2:2][CH:3]([CH3:5])[CH3:4])=[O:22])[OH:19])[CH2:2][CH:3]([CH3:5])[CH3:4]. The yield is 0.521. (2) The reactants are [C:1]12([C:11](Cl)=[O:12])[CH2:10][CH:5]3[CH2:6][CH:7]([CH2:9][CH:3]([CH2:4]3)[CH2:2]1)[CH2:8]2.[NH2:14][C:15]1[CH:16]=[C:17]2[C:22](=[CH:23][CH:24]=1)[N:21]=[CH:20][CH:19]=[CH:18]2.N1C=CC=CC=1. The catalyst is O. The product is [N:21]1[C:22]2[C:17](=[CH:16][C:15]([NH:14][C:11]([C:1]34[CH2:10][CH:5]5[CH2:6][CH:7]([CH2:9][CH:3]([CH2:4]5)[CH2:2]3)[CH2:8]4)=[O:12])=[CH:24][CH:23]=2)[CH:18]=[CH:19][CH:20]=1. The yield is 1.00.